From a dataset of NCI-60 drug combinations with 297,098 pairs across 59 cell lines. Regression. Given two drug SMILES strings and cell line genomic features, predict the synergy score measuring deviation from expected non-interaction effect. (1) Drug 1: CC1=C2C(C(=O)C3(C(CC4C(C3C(C(C2(C)C)(CC1OC(=O)C(C(C5=CC=CC=C5)NC(=O)OC(C)(C)C)O)O)OC(=O)C6=CC=CC=C6)(CO4)OC(=O)C)O)C)O. Cell line: BT-549. Drug 2: C1=CC=C(C(=C1)C(C2=CC=C(C=C2)Cl)C(Cl)Cl)Cl. Synergy scores: CSS=-0.593, Synergy_ZIP=2.10, Synergy_Bliss=3.34, Synergy_Loewe=0.264, Synergy_HSA=-0.591. (2) Drug 1: CC1C(C(CC(O1)OC2CC(CC3=C2C(=C4C(=C3O)C(=O)C5=C(C4=O)C(=CC=C5)OC)O)(C(=O)C)O)N)O.Cl. Drug 2: C1=C(C(=O)NC(=O)N1)F. Cell line: NCIH23. Synergy scores: CSS=41.3, Synergy_ZIP=-11.4, Synergy_Bliss=-12.9, Synergy_Loewe=-8.50, Synergy_HSA=-7.02. (3) Drug 1: CN1C(=O)N2C=NC(=C2N=N1)C(=O)N. Drug 2: CC(C)CN1C=NC2=C1C3=CC=CC=C3N=C2N. Cell line: SNB-19. Synergy scores: CSS=0.931, Synergy_ZIP=-1.80, Synergy_Bliss=-3.69, Synergy_Loewe=-3.79, Synergy_HSA=-3.44. (4) Drug 1: CC1=C(C(=CC=C1)Cl)NC(=O)C2=CN=C(S2)NC3=CC(=NC(=N3)C)N4CCN(CC4)CCO. Drug 2: CC(C)(C#N)C1=CC(=CC(=C1)CN2C=NC=N2)C(C)(C)C#N. Cell line: RPMI-8226. Synergy scores: CSS=-9.30, Synergy_ZIP=5.16, Synergy_Bliss=0.348, Synergy_Loewe=-7.07, Synergy_HSA=-8.46. (5) Drug 1: CC1=CC2C(CCC3(C2CCC3(C(=O)C)OC(=O)C)C)C4(C1=CC(=O)CC4)C. Drug 2: CCC1=C2CN3C(=CC4=C(C3=O)COC(=O)C4(CC)O)C2=NC5=C1C=C(C=C5)O. Cell line: RXF 393. Synergy scores: CSS=16.7, Synergy_ZIP=-4.92, Synergy_Bliss=-2.06, Synergy_Loewe=-34.4, Synergy_HSA=-5.60. (6) Drug 1: CC(C1=C(C=CC(=C1Cl)F)Cl)OC2=C(N=CC(=C2)C3=CN(N=C3)C4CCNCC4)N. Drug 2: CN(C)N=NC1=C(NC=N1)C(=O)N. Cell line: HOP-92. Synergy scores: CSS=3.21, Synergy_ZIP=-3.33, Synergy_Bliss=-4.94, Synergy_Loewe=-13.5, Synergy_HSA=-5.05. (7) Drug 1: C1CC(=O)NC(=O)C1N2CC3=C(C2=O)C=CC=C3N. Drug 2: CN(C(=O)NC(C=O)C(C(C(CO)O)O)O)N=O. Cell line: A498. Synergy scores: CSS=2.80, Synergy_ZIP=-1.31, Synergy_Bliss=0.408, Synergy_Loewe=0.0538, Synergy_HSA=0.226. (8) Drug 1: CC1CCC2CC(C(=CC=CC=CC(CC(C(=O)C(C(C(=CC(C(=O)CC(OC(=O)C3CCCCN3C(=O)C(=O)C1(O2)O)C(C)CC4CCC(C(C4)OC)O)C)C)O)OC)C)C)C)OC. Drug 2: CC=C1C(=O)NC(C(=O)OC2CC(=O)NC(C(=O)NC(CSSCCC=C2)C(=O)N1)C(C)C)C(C)C. Cell line: SNB-75. Synergy scores: CSS=19.6, Synergy_ZIP=-0.699, Synergy_Bliss=-0.295, Synergy_Loewe=0.419, Synergy_HSA=0.297.